From a dataset of Full USPTO retrosynthesis dataset with 1.9M reactions from patents (1976-2016). Predict the reactants needed to synthesize the given product. (1) Given the product [NH2:52][C:48]1[N:47]=[CH:46][N:45]=[C:44]2[C:49]=1[N:50]=[CH:51][N:43]2[C@H:35]1[C@H:36]([OH:37])[C@H:40]([OH:39])[C@@H:33]([CH2:32][NH:14][CH2:15][CH2:16][CH2:17][NH:18][C:19]2[NH:23][C:22]3[CH:24]=[CH:25][C:26]([C:28]([CH3:31])([CH3:30])[CH3:29])=[CH:27][C:21]=3[N:20]=2)[O:34]1, predict the reactants needed to synthesize it. The reactants are: C(O)(C(F)(F)F)=O.C(OC(=O)[N:14]([CH2:32][C@@H:33]1[C@@H:40]2[C@@H:36]([O:37]C(C)(C)[O:39]2)[C@H:35]([N:43]2[CH:51]=[N:50][C:49]3[C:44]2=[N:45][CH:46]=[N:47][C:48]=3[NH2:52])[O:34]1)[CH2:15][CH2:16][CH2:17][NH:18][C:19]1[NH:23][C:22]2[CH:24]=[CH:25][C:26]([C:28]([CH3:31])([CH3:30])[CH3:29])=[CH:27][C:21]=2[N:20]=1)(C)(C)C. (2) The reactants are: C(OC(=O)[NH:7][C:8]1[CH:13]=[C:12]([N:14]([CH2:16][CH:17]([CH3:19])[CH3:18])[CH3:15])[C:11]([C:20]#[N:21])=[CH:10][C:9]=1[NH:22][C:23](=[O:39])[CH2:24][C:25]([C:27]1[CH:32]=[CH:31][CH:30]=[C:29]([C:33]2[O:37][N:36]=[C:35]([CH3:38])[CH:34]=2)[CH:28]=1)=O)(C)(C)C.C(O)(C(F)(F)F)=O. Given the product [CH2:16]([N:14]([CH3:15])[C:12]1[C:11]([C:20]#[N:21])=[CH:10][C:9]2[NH:22][C:23](=[O:39])[CH2:24][C:25]([C:27]3[CH:32]=[CH:31][CH:30]=[C:29]([C:33]4[O:37][N:36]=[C:35]([CH3:38])[CH:34]=4)[CH:28]=3)=[N:7][C:8]=2[CH:13]=1)[CH:17]([CH3:19])[CH3:18], predict the reactants needed to synthesize it.